From a dataset of Reaction yield outcomes from USPTO patents with 853,638 reactions. Predict the reaction yield, written as a fraction of the theoretical maximum amount of product (1.0 means a 100% yield; for example, 0.34 means a 34% yield). (1) The reactants are [F:1][C:2]1[CH:3]=[C:4]([C:8]2[CH:9]=[C:10]([CH3:33])[C:11]([CH3:32])=[C:12]([CH2:14][NH:15][C:16]3[C:17]([CH3:31])=[C:18]([CH:27]=[CH:28][C:29]=3[CH3:30])[O:19][CH2:20][C:21]([O:23]C(C)C)=[O:22])[CH:13]=2)[CH:5]=[CH:6][CH:7]=1.[OH-].[Na+]. The catalyst is C1COCC1.CO. The product is [F:1][C:2]1[CH:3]=[C:4]([C:8]2[CH:9]=[C:10]([CH3:33])[C:11]([CH3:32])=[C:12]([CH2:14][NH:15][C:16]3[C:17]([CH3:31])=[C:18]([CH:27]=[CH:28][C:29]=3[CH3:30])[O:19][CH2:20][C:21]([OH:23])=[O:22])[CH:13]=2)[CH:5]=[CH:6][CH:7]=1. The yield is 0.270. (2) The reactants are C1(P(C2CCCCC2)C2CCCCC2)CCCCC1.[F-].[Cs+].[CH2:22]([O:29][C:30]1[CH:31]=[CH:32][C:33]2[C:37]([O:38][C:39]3[CH:53]=[CH:52][C:42]([O:43][CH2:44][CH2:45][N:46]4[CH2:51][CH2:50][CH2:49][CH2:48][CH2:47]4)=[CH:41][CH:40]=3)=[C:36]([C:54]3[CH:59]=CC(S(C)(=O)=O)=C(F)C=3)S[C:34]=2[CH:65]=1)C1C=CC=CC=1.B1(B2OCC(C)(C)CO2)OCC(C)(C)CO1.Br[C:83]1[CH:84]=[C:85]([CH3:94])[C:86]([S:90]([CH3:93])(=[O:92])=[O:91])=[C:87]([CH3:89])[CH:88]=1. The catalyst is C(#N)C.C(OCC)(=O)C.C([O-])(=O)C.[Pd+2].C([O-])(=O)C. The product is [CH3:94][C:85]1[CH:84]=[C:83]([C:36]2[CH:54]=[CH:59][C:34]3[C:33](=[CH:32][CH:31]=[C:30]([O:29][CH3:22])[CH:65]=3)[C:37]=2[O:38][C:39]2[CH:40]=[CH:41][C:42]([O:43][CH2:44][CH2:45][N:46]3[CH2:51][CH2:50][CH2:49][CH2:48][CH2:47]3)=[CH:52][CH:53]=2)[CH:88]=[C:87]([CH3:89])[C:86]=1[S:90]([CH3:93])(=[O:92])=[O:91]. The yield is 0.760. (3) The reactants are [CH3:1][C:2]([C:4]1[CH:13]=[CH:12][C:11]2[C:6](=[CH:7][CH:8]=[CH:9][CH:10]=2)[C:5]=1[OH:14])=[O:3].[CH3:15][O:16][C:17]1[CH:18]=[C:19]([CH:22]=[C:23]([O:27][CH3:28])[C:24]=1[O:25][CH3:26])[CH:20]=O.N1CCCCC1.N1C=CC=CC=1. The catalyst is C(O)C. The product is [CH3:28][O:27][C:23]1[CH:22]=[C:19]([CH:20]2[CH2:1][C:2](=[O:3])[C:4]3[C:5](=[C:6]4[CH:7]=[CH:8][CH:9]=[CH:10][C:11]4=[CH:12][CH:13]=3)[O:14]2)[CH:18]=[C:17]([O:16][CH3:15])[C:24]=1[O:25][CH3:26]. The yield is 0.390. (4) The reactants are N[C:2]1[CH:7]=[CH:6][C:5]([NH:8][C:9]2[S:10][CH:11]=[C:12]([C:14]3[S:18][C:17]([NH:19][C:20]([NH2:22])=[NH:21])=[N:16][C:15]=3[CH3:23])[N:13]=2)=[CH:4][CH:3]=1.[CH3:24][O:25]C1C=CC(NC(N)=S)=CC=1. No catalyst specified. The product is [CH3:24][O:25][C:2]1[CH:7]=[CH:6][C:5]([NH:8][C:9]2[S:10][CH:11]=[C:12]([C:14]3[S:18][C:17]([NH:19][C:20]([NH2:22])=[NH:21])=[N:16][C:15]=3[CH3:23])[N:13]=2)=[CH:4][CH:3]=1. The yield is 0.550. (5) The reactants are [CH3:1][O:2][C:3](=[O:29])[C:4]1[CH:9]=[CH:8][C:7]([CH2:10][CH:11]([C:19]([O:21]CC2C=CC=CC=2)=[O:20])[C:12]2[CH:17]=[CH:16][C:15]([Br:18])=[CH:14][CH:13]=2)=[CH:6][CH:5]=1. The catalyst is CCO.[Pt](=O)=O. The product is [CH3:1][O:2][C:3](=[O:29])[C:4]1[CH:5]=[CH:6][C:7]([CH2:10][CH:11]([C:12]2[CH:13]=[CH:14][C:15]([Br:18])=[CH:16][CH:17]=2)[C:19]([OH:21])=[O:20])=[CH:8][CH:9]=1. The yield is 0.910. (6) The reactants are Br[C:2]1[CH:3]=[C:4]2[C:8](=[CH:9][C:10]=1[Cl:11])[NH:7][CH:6]=[CH:5]2.[CH3:12][C:13]1([CH3:27])[CH2:18][O:17][B:16]([B:16]2[O:17][CH2:18][C:13]([CH3:27])([CH3:12])[CH2:14][O:15]2)[O:15][CH2:14]1.CC([O-])=O.[K+]. The catalyst is CS(C)=O. The product is [Cl:11][C:10]1[CH:9]=[C:8]2[C:4]([CH:5]=[CH:6][NH:7]2)=[CH:3][C:2]=1[B:16]1[O:17][CH2:18][C:13]([CH3:27])([CH3:12])[CH2:14][O:15]1. The yield is 0.550. (7) The reactants are Br[C:2]1[CH:7]=[CH:6][C:5]([C:8]([C:19]2[CH:24]=[CH:23][CH:22]=[CH:21][CH:20]=2)=[C:9]2[CH2:14][C:13]([CH3:16])([CH3:15])[CH2:12][C:11]([CH3:18])([CH3:17])[CH2:10]2)=[CH:4][CH:3]=1.[CH3:25][N:26]1[CH:30]=[C:29](B2OC(C)(C)C(C)(C)O2)[CH:28]=[N:27]1.C([O-])([O-])=O.[Na+].[Na+]. The catalyst is C1C=CC([P]([Pd]([P](C2C=CC=CC=2)(C2C=CC=CC=2)C2C=CC=CC=2)([P](C2C=CC=CC=2)(C2C=CC=CC=2)C2C=CC=CC=2)[P](C2C=CC=CC=2)(C2C=CC=CC=2)C2C=CC=CC=2)(C2C=CC=CC=2)C2C=CC=CC=2)=CC=1.C1COCC1. The product is [CH3:25][N:26]1[CH:30]=[C:29]([C:2]2[CH:3]=[CH:4][C:5]([C:8]([C:19]3[CH:20]=[CH:21][CH:22]=[CH:23][CH:24]=3)=[C:9]3[CH2:14][C:13]([CH3:16])([CH3:15])[CH2:12][C:11]([CH3:17])([CH3:18])[CH2:10]3)=[CH:6][CH:7]=2)[CH:28]=[N:27]1. The yield is 0.880. (8) The reactants are [Cl:1][C:2]1[N:7]=[C:6]([NH:8][CH3:9])[C:5]2[C:10]([C:13]([O:15][CH3:16])=[O:14])=[N:11][NH:12][C:4]=2[CH:3]=1.[Br:17][C:18]1[CH:19]=[C:20](B(O)O)[CH:21]=[CH:22][CH:23]=1. No catalyst specified. The product is [Br:17][C:18]1[CH:23]=[C:22]([N:12]2[C:4]3[CH:3]=[C:2]([Cl:1])[N:7]=[C:6]([NH:8][CH3:9])[C:5]=3[C:10]([C:13]([O:15][CH3:16])=[O:14])=[N:11]2)[CH:21]=[CH:20][CH:19]=1. The yield is 0.550.